Task: Predict which catalyst facilitates the given reaction.. Dataset: Catalyst prediction with 721,799 reactions and 888 catalyst types from USPTO Reactant: [CH3:1][O:2][C:3]([C:5]1[CH:6]=[C:7]([C:14]2[CH:19]=[CH:18][CH:17]=[C:16]([Cl:20])[CH:15]=2)[C:8]([NH2:13])=[C:9]([O:11]C)[CH:10]=1)=[O:4].B(Br)(Br)Br. Product: [CH3:1][O:2][C:3]([C:5]1[CH:6]=[C:7]([C:14]2[CH:19]=[CH:18][CH:17]=[C:16]([Cl:20])[CH:15]=2)[C:8]([NH2:13])=[C:9]([OH:11])[CH:10]=1)=[O:4]. The catalyst class is: 2.